From a dataset of Forward reaction prediction with 1.9M reactions from USPTO patents (1976-2016). Predict the product of the given reaction. (1) Given the reactants [Cl:1][C:2]1[CH:3]=[C:4]([CH:25]=[CH:26][CH:27]=1)[CH2:5][O:6][C:7]1[CH:16]=[C:15]2[C:10]([CH2:11][CH2:12][C:13](=[O:24])[N:14]2[C:17]([O:19][C:20]([CH3:23])([CH3:22])[CH3:21])=[O:18])=[CH:9][CH:8]=1.C[Si]([N-][Si](C)(C)C)(C)C.[Li+].Br[CH2:39][C:40]([O:42][CH2:43][CH3:44])=[O:41], predict the reaction product. The product is: [Cl:1][C:2]1[CH:3]=[C:4]([CH:25]=[CH:26][CH:27]=1)[CH2:5][O:6][C:7]1[CH:16]=[C:15]2[C:10]([CH2:11][CH:12]([CH2:39][C:40]([O:42][CH2:43][CH3:44])=[O:41])[C:13](=[O:24])[N:14]2[C:17]([O:19][C:20]([CH3:23])([CH3:21])[CH3:22])=[O:18])=[CH:9][CH:8]=1. (2) Given the reactants Cl.[CH3:2][C:3]1[S:4][C:5]2[CH:11]=[CH:10][C:9]([N:12]3[CH2:17][CH2:16][NH:15][CH2:14][CH2:13]3)=[CH:8][C:6]=2[N:7]=1.[CH2:18]([O:22][C:23]1[CH:31]=[CH:30][C:29]([S:32]([CH3:35])(=[O:34])=[O:33])=[CH:28][C:24]=1[C:25](O)=[O:26])[CH:19]([CH3:21])[CH3:20].C(OCC)(=O)C, predict the reaction product. The product is: [CH2:18]([O:22][C:23]1[CH:31]=[CH:30][C:29]([S:32]([CH3:35])(=[O:34])=[O:33])=[CH:28][C:24]=1[C:25]([N:15]1[CH2:14][CH2:13][N:12]([C:9]2[CH:10]=[CH:11][C:5]3[S:4][C:3]([CH3:2])=[N:7][C:6]=3[CH:8]=2)[CH2:17][CH2:16]1)=[O:26])[CH:19]([CH3:21])[CH3:20].